This data is from Peptide-MHC class I binding affinity with 185,985 pairs from IEDB/IMGT. The task is: Regression. Given a peptide amino acid sequence and an MHC pseudo amino acid sequence, predict their binding affinity value. This is MHC class I binding data. The peptide sequence is RIARFHRPY. The MHC is HLA-A69:01 with pseudo-sequence HLA-A69:01. The binding affinity (normalized) is 0.0847.